Dataset: Forward reaction prediction with 1.9M reactions from USPTO patents (1976-2016). Task: Predict the product of the given reaction. (1) Given the reactants [F:1][C:2]1[CH:7]=[CH:6][C:5]([F:8])=[CH:4][C:3]=1[N:9]1[C:13]([S:14]([C:17]2[CH:18]=[N:19][CH:20]=[CH:21][CH:22]=2)(=[O:16])=[O:15])=[CH:12][C:11]([CH2:23][N:24](C)[C:25](=O)OC(C)(C)C)=[N:10]1.[C:33]([O:36]CC)(=[O:35])[CH3:34].[C:39]([O:42]CC)(=[O:41])[CH3:40].Cl, predict the reaction product. The product is: [C:39]([OH:42])(=[O:41])/[CH:40]=[CH:34]/[C:33]([OH:36])=[O:35].[F:1][C:2]1[CH:7]=[CH:6][C:5]([F:8])=[CH:4][C:3]=1[N:9]1[C:13]([S:14]([C:17]2[CH:18]=[N:19][CH:20]=[CH:21][CH:22]=2)(=[O:15])=[O:16])=[CH:12][C:11]([CH2:23][NH:24][CH3:25])=[N:10]1. (2) Given the reactants [F:1][C:2]1[CH:10]=[C:9]2[C:5]([C:6]([CH2:11][C:12]([NH2:14])=[O:13])=[CH:7][NH:8]2)=[CH:4][CH:3]=1.C[O:16][C:17](=O)[C:18]([C:20]1[C:30]2=[C:31]3[C:26](=[CH:27][C:28]([F:32])=[CH:29]2)[C:25]([CH3:34])([CH3:33])[CH2:24][CH2:23][N:22]3[CH:21]=1)=O, predict the reaction product. The product is: [CH3:33][C:25]1([CH3:34])[C:26]2[C:31]3=[C:30]([C:20]([C:18]4[C:17](=[O:16])[NH:14][C:12](=[O:13])[C:11]=4[C:6]4[C:5]5[C:9](=[CH:10][C:2]([F:1])=[CH:3][CH:4]=5)[NH:8][CH:7]=4)=[CH:21][N:22]3[CH2:23][CH2:24]1)[CH:29]=[C:28]([F:32])[CH:27]=2. (3) The product is: [CH2:1]([O:8][C:9]([N:11]1[CH2:19][CH2:18][N:17]([CH2:32][CH2:31][Br:30])[CH2:16][CH2:15][N:14]([C:20]([O:22][CH2:23][C:24]2[CH:29]=[CH:28][CH:27]=[CH:26][CH:25]=2)=[O:21])[CH2:13][CH2:12]1)=[O:10])[C:2]1[CH:3]=[CH:4][CH:5]=[CH:6][CH:7]=1. Given the reactants [CH2:1]([O:8][C:9]([N:11]1[CH2:19][CH2:18][NH:17][CH2:16][CH2:15][N:14]([C:20]([O:22][CH2:23][C:24]2[CH:29]=[CH:28][CH:27]=[CH:26][CH:25]=2)=[O:21])[CH2:13][CH2:12]1)=[O:10])[C:2]1[CH:7]=[CH:6][CH:5]=[CH:4][CH:3]=1.[Br:30][CH:31](Br)[CH3:32].C(=O)([O-])[O-].[K+].[K+], predict the reaction product. (4) Given the reactants [CH3:1][O:2][C:3](=[O:23])[CH2:4][C@H:5]([NH:15][C:16]([O:18][C:19]([CH3:22])([CH3:21])[CH3:20])=[O:17])[C:6]([NH:8][C:9]1[CH:10]=[N:11][CH:12]=[CH:13][CH:14]=1)=[O:7].[ClH:24], predict the reaction product. The product is: [ClH:24].[CH3:1][O:2][C:3](=[O:23])[CH2:4][C@H:5]([NH:15][C:16]([O:18][C:19]([CH3:21])([CH3:20])[CH3:22])=[O:17])[C:6]([NH:8][CH:9]1[CH2:14][CH2:13][CH2:12][NH:11][CH2:10]1)=[O:7]. (5) The product is: [F:35][C:36]1[CH:43]=[CH:42][CH:41]=[C:40]([F:44])[C:37]=1[CH2:38][N:5]1[CH:6]=[C:7]([C:8](=[O:12])[CH:9]([CH3:11])[CH3:10])[C:2](=[O:1])[C:3]2[C:15]([CH3:16])=[C:14]([C:17]3[CH:18]=[CH:19][C:20]([NH:23][C:24](=[O:28])[CH:25]([CH3:27])[CH3:26])=[CH:21][CH:22]=3)[S:13][C:4]1=2. Given the reactants [OH:1][C:2]1[C:7]([C:8](=[O:12])[CH:9]([CH3:11])[CH3:10])=[CH:6][N:5]=[C:4]2[S:13][C:14]([C:17]3[CH:22]=[CH:21][C:20]([NH:23][C:24](=[O:28])[CH:25]([CH3:27])[CH3:26])=[CH:19][CH:18]=3)=[C:15]([CH3:16])[C:3]=12.C(=O)([O-])[O-].[K+].[K+].[F:35][C:36]1[CH:43]=[CH:42][CH:41]=[C:40]([F:44])[C:37]=1[CH2:38]Br, predict the reaction product. (6) Given the reactants [NH:1]1[C:9]2[C:4](=[CH:5][CH:6]=[CH:7][CH:8]=2)[C:3]2([C:21]3[C:12](=[CH:13][C:14]4[O:19][CH2:18][CH2:17][O:16][C:15]=4[CH:20]=3)[O:11][CH2:10]2)[C:2]1=[O:22].N1C2C(=CC=CC=2)C2(C3C4=NON=C4C=CC=3OC2)C1=O.[F:44][CH:45]([F:53])[C:46]1[O:50][C:49]([CH2:51]O)=[CH:48][CH:47]=1.Cl.CO, predict the reaction product. The product is: [F:44][CH:45]([F:53])[C:46]1[O:50][C:49]([CH2:51][N:1]2[C:9]3[C:4](=[CH:5][CH:6]=[CH:7][CH:8]=3)[C:3]3([C:21]4[C:12](=[CH:13][C:14]5[O:19][CH2:18][CH2:17][O:16][C:15]=5[CH:20]=4)[O:11][CH2:10]3)[C:2]2=[O:22])=[CH:48][CH:47]=1. (7) Given the reactants [OH:1][C:2]1[C:11]2[CH:10]=[N:9][C:8]([O:12][CH3:13])=[N:7][C:6]=2[N:5]([CH3:14])[C:4](=[O:15])[C:3]=1[C:16]([NH:18][CH2:19][C:20]([O:22]C(C)(C)C)=[O:21])=[O:17].OC1C2C=NC(S(C)(=O)=O)=NC=2N(C)C(=O)C=1C(NCC(OC(C)(C)C)=O)=O.N.CO, predict the reaction product. The product is: [OH:1][C:2]1[C:11]2[CH:10]=[N:9][C:8]([O:12][CH3:13])=[N:7][C:6]=2[N:5]([CH3:14])[C:4](=[O:15])[C:3]=1[C:16]([NH:18][CH2:19][C:20]([OH:22])=[O:21])=[O:17]. (8) Given the reactants Br[C:2]1[CH:3]=[C:4]([C:14]([NH:16][CH2:17][C:18]2[C:19](=[O:28])[NH:20][C:21]([CH3:27])=[CH:22][C:23]=2[CH:24]([CH3:26])[CH3:25])=[O:15])[C:5]2[CH:6]=[N:7][N:8]([CH:11]([CH3:13])[CH3:12])[C:9]=2[CH:10]=1.CC1(C)C(C)(C)OB([C:37]2[CH:38]=[CH:39][C:40]([N:43]3[CH2:48][CH2:47][NH:46][CH2:45][CH2:44]3)=[N:41][CH:42]=2)O1.C(=O)(O)[O-].[Na+], predict the reaction product. The product is: [CH:11]([N:8]1[C:9]2[CH:10]=[C:2]([C:37]3[CH:42]=[N:41][C:40]([N:43]4[CH2:44][CH2:45][NH:46][CH2:47][CH2:48]4)=[CH:39][CH:38]=3)[CH:3]=[C:4]([C:14]([NH:16][CH2:17][C:18]3[C:19](=[O:28])[NH:20][C:21]([CH3:27])=[CH:22][C:23]=3[CH:24]([CH3:26])[CH3:25])=[O:15])[C:5]=2[CH:6]=[N:7]1)([CH3:13])[CH3:12].